From a dataset of NCI-60 drug combinations with 297,098 pairs across 59 cell lines. Regression. Given two drug SMILES strings and cell line genomic features, predict the synergy score measuring deviation from expected non-interaction effect. (1) Drug 1: C1=NC2=C(N=C(N=C2N1C3C(C(C(O3)CO)O)F)Cl)N. Drug 2: C1=CC=C(C=C1)NC(=O)CCCCCCC(=O)NO. Cell line: SF-539. Synergy scores: CSS=15.8, Synergy_ZIP=-1.98, Synergy_Bliss=1.98, Synergy_Loewe=-39.8, Synergy_HSA=-1.91. (2) Drug 1: CC1C(C(CC(O1)OC2CC(CC3=C2C(=C4C(=C3O)C(=O)C5=C(C4=O)C(=CC=C5)OC)O)(C(=O)CO)O)N)O.Cl. Drug 2: C1CC(=O)NC(=O)C1N2CC3=C(C2=O)C=CC=C3N. Cell line: CAKI-1. Synergy scores: CSS=3.73, Synergy_ZIP=-0.515, Synergy_Bliss=0.414, Synergy_Loewe=-4.56, Synergy_HSA=-1.64. (3) Drug 1: C1=CN(C(=O)N=C1N)C2C(C(C(O2)CO)O)O.Cl. Drug 2: C1=CC=C(C=C1)NC(=O)CCCCCCC(=O)NO. Cell line: OVCAR3. Synergy scores: CSS=-0.711, Synergy_ZIP=-2.62, Synergy_Bliss=0.845, Synergy_Loewe=-8.65, Synergy_HSA=-6.25. (4) Drug 1: C1=CC(=CC=C1CCC2=CNC3=C2C(=O)NC(=N3)N)C(=O)NC(CCC(=O)O)C(=O)O. Drug 2: CC(C)CN1C=NC2=C1C3=CC=CC=C3N=C2N. Cell line: CAKI-1. Synergy scores: CSS=17.0, Synergy_ZIP=3.54, Synergy_Bliss=4.46, Synergy_Loewe=0.430, Synergy_HSA=4.93. (5) Drug 1: CN(C)C1=NC(=NC(=N1)N(C)C)N(C)C. Drug 2: C(=O)(N)NO. Cell line: BT-549. Synergy scores: CSS=-3.00, Synergy_ZIP=-1.67, Synergy_Bliss=-0.311, Synergy_Loewe=-8.10, Synergy_HSA=-4.50. (6) Cell line: K-562. Synergy scores: CSS=43.2, Synergy_ZIP=0.261, Synergy_Bliss=2.40, Synergy_Loewe=-20.0, Synergy_HSA=-0.502. Drug 1: CC1C(C(CC(O1)OC2CC(CC3=C2C(=C4C(=C3O)C(=O)C5=C(C4=O)C(=CC=C5)OC)O)(C(=O)CO)O)N)O.Cl. Drug 2: B(C(CC(C)C)NC(=O)C(CC1=CC=CC=C1)NC(=O)C2=NC=CN=C2)(O)O. (7) Cell line: COLO 205. Drug 1: COC1=CC(=CC(=C1O)OC)C2C3C(COC3=O)C(C4=CC5=C(C=C24)OCO5)OC6C(C(C7C(O6)COC(O7)C8=CC=CS8)O)O. Synergy scores: CSS=2.90, Synergy_ZIP=-0.0703, Synergy_Bliss=-7.03, Synergy_Loewe=-35.7, Synergy_HSA=-14.0. Drug 2: CC1=C(C(CCC1)(C)C)C=CC(=CC=CC(=CC(=O)O)C)C. (8) Drug 1: C1CN(P(=O)(OC1)NCCCl)CCCl. Drug 2: C(CN)CNCCSP(=O)(O)O. Cell line: SNB-19. Synergy scores: CSS=-3.66, Synergy_ZIP=2.78, Synergy_Bliss=2.24, Synergy_Loewe=1.05, Synergy_HSA=-1.57. (9) Drug 1: CC(CN1CC(=O)NC(=O)C1)N2CC(=O)NC(=O)C2. Drug 2: C1=C(C(=O)NC(=O)N1)N(CCCl)CCCl. Cell line: HOP-62. Synergy scores: CSS=28.0, Synergy_ZIP=-1.69, Synergy_Bliss=1.16, Synergy_Loewe=-13.1, Synergy_HSA=1.02.